Dataset: Peptide-MHC class I binding affinity with 185,985 pairs from IEDB/IMGT. Task: Regression. Given a peptide amino acid sequence and an MHC pseudo amino acid sequence, predict their binding affinity value. This is MHC class I binding data. (1) The peptide sequence is LLQDSVDFSL. The MHC is HLA-A02:02 with pseudo-sequence HLA-A02:02. The binding affinity (normalized) is 0.991. (2) The binding affinity (normalized) is 0.0847. The MHC is HLA-B08:01 with pseudo-sequence HLA-B08:01. The peptide sequence is FQAGMRLYF.